This data is from Reaction yield outcomes from USPTO patents with 853,638 reactions. The task is: Predict the reaction yield, written as a fraction of the theoretical maximum amount of product (1.0 means a 100% yield; for example, 0.34 means a 34% yield). The reactants are C[N:2](C)[C:3]([CH3:13])=[C:4]([C:7]1[O:8][CH:9]=[C:10]([CH3:12])[N:11]=1)[C:5]#[N:6].[NH4+:15].[OH-]. The catalyst is CC(O)=O.CO. The product is [CH3:13][C:3]1[C:4]([C:7]2[O:8][CH:9]=[C:10]([CH3:12])[N:11]=2)=[C:5]([NH2:15])[NH:6][N:2]=1. The yield is 0.120.